Dataset: Reaction yield outcomes from USPTO patents with 853,638 reactions. Task: Predict the reaction yield, written as a fraction of the theoretical maximum amount of product (1.0 means a 100% yield; for example, 0.34 means a 34% yield). The reactants are [Br:1][C:2]1[S:3][CH:4]=[C:5]([C:7]([OH:9])=O)[N:6]=1.[NH2:10][C@@H:11]([CH3:27])[CH2:12][N:13]1[CH:17]=[CH:16][C:15]([C:18]2[CH:25]=[CH:24][C:21]([C:22]#[N:23])=[C:20]([Cl:26])[CH:19]=2)=[N:14]1. No catalyst specified. The product is [Br:1][C:2]1[S:3][CH:4]=[C:5]([C:7]([NH:10][C@@H:11]([CH3:27])[CH2:12][N:13]2[CH:17]=[CH:16][C:15]([C:18]3[CH:25]=[CH:24][C:21]([C:22]#[N:23])=[C:20]([Cl:26])[CH:19]=3)=[N:14]2)=[O:9])[N:6]=1. The yield is 0.627.